From a dataset of Forward reaction prediction with 1.9M reactions from USPTO patents (1976-2016). Predict the product of the given reaction. (1) Given the reactants [F:1][C:2]1[C:13]([F:14])=[CH:12][CH:11]=[CH:10][C:3]=1[C:4](N(OC)C)=[O:5].[CH3:15][O:16][C:17]1[CH:22]=[CH:21][C:20]([Mg]Br)=[CH:19][CH:18]=1, predict the reaction product. The product is: [F:1][C:2]1[C:13]([F:14])=[CH:12][CH:11]=[CH:10][C:3]=1[C:4]([C:20]1[CH:21]=[CH:22][C:17]([O:16][CH3:15])=[CH:18][CH:19]=1)=[O:5]. (2) Given the reactants Br[C:2]1[C:3]([N+:8]([O-:10])=[O:9])=[N:4][CH:5]=[CH:6][CH:7]=1.[NH:11]1[CH2:16][CH2:15][O:14][CH2:13][CH2:12]1.[N].C(=O)([O-])[O-].[K+].[K+].O, predict the reaction product. The product is: [N+:8]([C:3]1[C:2]([N:11]2[CH2:16][CH2:15][O:14][CH2:13][CH2:12]2)=[CH:7][CH:6]=[CH:5][N:4]=1)([O-:10])=[O:9]. (3) The product is: [C:17]([C:14]1[CH:13]=[C:12]([CH3:21])[CH:11]=[C:10]([C:6]([CH3:9])([CH3:8])[CH3:7])[C:15]=1[O:16][C:25]([CH:22]1[CH2:24][CH2:23]1)=[O:26])([CH3:20])([CH3:19])[CH3:18]. Given the reactants [Li]CCCC.[C:6]([C:10]1[C:15]([OH:16])=[C:14]([C:17]([CH3:20])([CH3:19])[CH3:18])[CH:13]=[C:12]([CH3:21])[CH:11]=1)([CH3:9])([CH3:8])[CH3:7].[CH:22]1([C:25](Cl)=[O:26])[CH2:24][CH2:23]1.[NH4+].[Cl-], predict the reaction product. (4) The product is: [F:31][C:28]([F:29])([F:30])[C:26]1[CH:25]=[C:24]([C:32]([F:33])([F:34])[F:35])[N:23]=[C:22]([CH2:3][CH2:2][CH2:1][NH:4][C:5](=[O:11])[O:6][C:7]([CH3:10])([CH3:9])[CH3:8])[CH:27]=1. Given the reactants [CH2:1]([NH:4][C:5](=[O:11])[O:6][C:7]([CH3:10])([CH3:9])[CH3:8])[CH:2]=[CH2:3].C12BC(CCC1)CCC2.Br[C:22]1[CH:27]=[C:26]([C:28]([F:31])([F:30])[F:29])[CH:25]=[C:24]([C:32]([F:35])([F:34])[F:33])[N:23]=1.C([O-])([O-])=O.[K+].[K+], predict the reaction product. (5) Given the reactants [C:1]([O:6][CH2:7][CH2:8][CH2:9]O)(=[O:5])[C:2]([CH3:4])=[CH2:3].C([O:23]S([O-])(=O)=O)CCCCCCCCCCC.[Na+].S(OOS([O-])(=O)=O)([O-])(=O)=O.[K+].[K+], predict the reaction product. The product is: [CH3:9][CH:8]([OH:23])[CH2:7][O:6][C:1]([C:2]([CH3:4])=[CH2:3])=[O:5].